From a dataset of Full USPTO retrosynthesis dataset with 1.9M reactions from patents (1976-2016). Predict the reactants needed to synthesize the given product. (1) Given the product [CH3:1][O:2][C:3]([C:5]1[CH:6]=[C:7]([C:12]2[CH:17]=[CH:16][CH:15]=[CH:14][C:13]=2[O:18][CH3:19])[CH:8]=[C:9]([N:11]2[CH:24]=[N:22][N:21]=[N:20]2)[CH:10]=1)=[O:4], predict the reactants needed to synthesize it. The reactants are: [CH3:1][O:2][C:3]([C:5]1[CH:6]=[C:7]([C:12]2[CH:17]=[CH:16][CH:15]=[CH:14][C:13]=2[O:18][CH3:19])[CH:8]=[C:9]([NH2:11])[CH:10]=1)=[O:4].[N-:20]=[N+:21]=[N-:22].[Na+].[CH3:24]C(O)=O. (2) The reactants are: [NH2:1][CH2:2][CH2:3][CH2:4][OH:5].[C:14](O[C:14]([O:16][C:17]([CH3:20])([CH3:19])[CH3:18])=[O:15])([O:16][C:17]([CH3:20])([CH3:19])[CH3:18])=[O:15].CCCC(C)C.[Mn]([O-])(=O)(=O)=O.[K+].C(N(CC)CC)C.Cl.CN(C)C.[Cl:45][C:46]1[CH:51]=[CH:50][C:49]([S:52](Cl)(=[O:54])=[O:53])=[CH:48][CH:47]=1. Given the product [Cl:45][C:46]1[CH:51]=[CH:50][C:49]([S:52]([O:5][CH2:4][CH2:3][CH2:2][NH:1][C:14]([O:16][C:17]([CH3:18])([CH3:19])[CH3:20])=[O:15])(=[O:54])=[O:53])=[CH:48][CH:47]=1, predict the reactants needed to synthesize it. (3) Given the product [O:35]=[C:22]1[CH2:21][CH2:20][CH:19]=[CH:18][CH2:17][C@H:16]([NH:15][C:8](=[O:9])[CH3:10])[C:27](=[O:28])[O:26][CH2:25][C@@H:24]([C:29]2[CH:34]=[CH:33][CH:32]=[CH:31][CH:30]=2)[NH:23]1, predict the reactants needed to synthesize it. The reactants are: C(N(CC)CC)C.[C:8](O)([C:10](F)(F)F)=[O:9].[NH2:15][C@@H:16]1[C:27](=[O:28])[O:26][CH2:25][C@@H:24]([C:29]2[CH:34]=[CH:33][CH:32]=[CH:31][CH:30]=2)[NH:23][C:22](=[O:35])[CH2:21][CH2:20][CH:19]=[CH:18][CH2:17]1.C(OC(=O)C)(=O)C. (4) Given the product [O:53]=[CH:54][C@@H:55]([C@H:57]([C@@H:59]([C@@H:61]([CH2:63][OH:64])[OH:62])[OH:60])[OH:58])[OH:56], predict the reactants needed to synthesize it. The reactants are: [Mg+2].[Cl-].[Cl-].[Cl-].[K+].C=C(OP(O)(O)=O)C(O)=O.P(OC[C@H]1O[C@@H](N2C3N=CN=C(N)C=3N=C2)[C@H](O)[C@@H]1O)(OP(OP(O)(O)=O)(O)=O)(=O)O.C([O-])(=O)C(C)=O.[O:53]=[C:54]1[O:60][C@H:59]([C@H:61]([CH2:63][OH:64])[OH:62])[C:57]([OH:58])=[C:55]1[OH:56]. (5) The reactants are: Br[C:2]1[CH:3]=[N:4][CH:5]=[C:6]([N+:25]([O-:27])=[O:26])[C:7]=1[N:8]1[CH2:13][CH2:12][CH2:11][C@H:10]([NH:14][C:15](=[O:24])[O:16][CH2:17][C:18]2[CH:23]=[CH:22][CH:21]=[CH:20][CH:19]=2)[CH2:9]1.CC1(C)C2C=CC=C(P(C3C=CC=CC=3)C3C=CC=CC=3)C=2OC2C1=CC=CC=2P(C1C=CC=CC=1)C1C=CC=CC=1.[CH3:70][N:71](C)CCN(C)C. Given the product [C:70]([C:2]1[CH:3]=[N:4][CH:5]=[C:6]([N+:25]([O-:27])=[O:26])[C:7]=1[N:8]1[CH2:13][CH2:12][CH2:11][C@H:10]([NH:14][C:15](=[O:24])[O:16][CH2:17][C:18]2[CH:23]=[CH:22][CH:21]=[CH:20][CH:19]=2)[CH2:9]1)#[N:71], predict the reactants needed to synthesize it. (6) Given the product [CH:19]1([C:17]2[N:8]3[C:9]([C:10](=[O:12])[NH:11][C:6]([C:3]4([O:2][CH3:1])[CH2:5][CH2:4]4)=[N:7]3)=[C:13]([CH2:14][CH3:15])[N:16]=2)[CH2:23][CH2:22][CH2:21][CH2:20]1, predict the reactants needed to synthesize it. The reactants are: [CH3:1][O:2][C:3]1([C:6]2[NH:11][C:10](=[O:12])[C:9]([CH:13]([NH:16][C:17]([CH:19]3[CH2:23][CH2:22][CH2:21][CH2:20]3)=O)[CH2:14][CH3:15])=[N:8][N:7]=2)[CH2:5][CH2:4]1.P(Cl)(Cl)(Cl)=O. (7) Given the product [ClH:21].[ClH:21].[C:1]12([CH2:11][NH:12][C:13](=[O:14])[C:15]3[C:20]([Cl:21])=[CH:19][N:18]=[C:17]([NH:22][CH2:23][CH2:24][NH:25][CH2:26][CH2:37][OH:36])[CH:16]=3)[CH2:2][CH:3]3[CH2:9][CH:7]([CH2:6][CH:5]([CH2:4]3)[CH2:10]1)[CH2:8]2, predict the reactants needed to synthesize it. The reactants are: [C:1]12([CH2:11][NH:12][C:13]([C:15]3[C:20]([Cl:21])=[CH:19][N:18]=[C:17]([N:22](CCO)[CH2:23][CH2:24][NH:25][C:26](=O)OC(C)(C)C)[CH:16]=3)=[O:14])[CH2:10][CH:5]3[CH2:6][CH:7]([CH2:9][CH:3]([CH2:4]3)[CH2:2]1)[CH2:8]2.[O:36]1CCOC[CH2:37]1.